From a dataset of Full USPTO retrosynthesis dataset with 1.9M reactions from patents (1976-2016). Predict the reactants needed to synthesize the given product. Given the product [N:4]1[CH:3]=[C:2]([S:11][C:12]2[CH:13]=[CH:14][C:15]([NH:18][C:19](=[O:21])[CH3:20])=[CH:16][CH:17]=2)[N:6]2[CH:7]=[CH:8][CH:9]=[N:10][C:5]=12, predict the reactants needed to synthesize it. The reactants are: Br[C:2]1[N:6]2[CH:7]=[CH:8][CH:9]=[N:10][C:5]2=[N:4][CH:3]=1.[SH:11][C:12]1[CH:17]=[CH:16][C:15]([NH:18][C:19](=[O:21])[CH3:20])=[CH:14][CH:13]=1.C(=O)([O-])[O-].[K+].[K+].CS(C)=O.